Task: Regression/Classification. Given a drug SMILES string, predict its toxicity properties. Task type varies by dataset: regression for continuous values (e.g., LD50, hERG inhibition percentage) or binary classification for toxic/non-toxic outcomes (e.g., AMES mutagenicity, cardiotoxicity, hepatotoxicity). Dataset: herg_karim.. Dataset: hERG potassium channel inhibition data for cardiac toxicity prediction from Karim et al. (1) The drug is COc1ccccc1C(=O)Nc1cccc(NC(=O)c2cccc(C)c2)c1. The result is 0 (non-blocker). (2) The result is 1 (blocker). The compound is N[C@H]1CCCN(c2ccncc2Nc2ncc3ccc(-c4c(F)cccc4F)nn23)C1. (3) The compound is Nc1ncc(-c2nc(NCc3ccccn3)c3c(-c4ccccc4)cccc3n2)cn1. The result is 0 (non-blocker). (4) The molecule is CC(C)(O)C1C=CC(C(c2cc[n+](O)cc2)c2ccc(OC(F)F)c(OC3CCC3)c2)=CN1. The result is 0 (non-blocker). (5) The compound is O=S(=O)(c1ccc2c(c1)CCNCC2)N1CC(Oc2ccccc2Cl)C1. The result is 1 (blocker).